Dataset: Cav3 T-type calcium channel HTS with 100,875 compounds. Task: Binary Classification. Given a drug SMILES string, predict its activity (active/inactive) in a high-throughput screening assay against a specified biological target. (1) The compound is O(CC(=O)NCc1ccccc1)C(=O)c1ccncc1. The result is 0 (inactive). (2) The drug is FC(F)(F)c1cc(Cn2nnnc2c2cc(ccc2)C(F)(F)F)ccc1. The result is 0 (inactive). (3) The compound is s\1c=2n(C(N)=C(C(C2C(OC)=O)c2cccnc2)C(OC)=O)c(=O)c1=C/c1cccnc1. The result is 0 (inactive). (4) The compound is S(=O)(=O)(N1CCOCC1)c1ccc(NC(=O)CC)cc1. The result is 0 (inactive). (5) The compound is O=C(Nc1c(c2ccccc2)cccc1)Cn1nc(nn1)c1c(n2nnnc2)cc(cc1)C. The result is 0 (inactive). (6) The drug is O=C(N1CCN(CC1)CCNC(=O)c1c(OC)cccc1OC)c1c(OC)cccc1OC. The result is 0 (inactive).